Dataset: Catalyst prediction with 721,799 reactions and 888 catalyst types from USPTO. Task: Predict which catalyst facilitates the given reaction. (1) Reactant: [CH:1]1([NH:7][C:8]([C:10]2[C:11]([S:16][CH2:17][CH2:18][C:19]3[CH:24]=[CH:23][CH:22]=[CH:21][C:20]=3[O:25]S(C)(=O)=O)=[N:12][CH:13]=[CH:14][CH:15]=2)=[O:9])[CH2:6][CH2:5][CH2:4][CH2:3][CH2:2]1.[OH-].[Na+]. Product: [CH:1]1([NH:7][C:8]([C:10]2[C:11]([S:16][CH2:17][CH2:18][C:19]3[CH:24]=[CH:23][CH:22]=[CH:21][C:20]=3[OH:25])=[N:12][CH:13]=[CH:14][CH:15]=2)=[O:9])[CH2:2][CH2:3][CH2:4][CH2:5][CH2:6]1. The catalyst class is: 5. (2) Reactant: [CH3:1][C:2]1[CH:7]=[CH:6][N:5]=[CH:4][C:3]=1[C:8](=[S:10])[NH2:9].[Cl:11][CH2:12][C:13](=O)[CH2:14][C:15]1[CH:20]=[CH:19][C:18]([Cl:21])=[CH:17][CH:16]=1. Product: [CH3:1][C:2]1[CH:7]=[CH:6][N:5]=[CH:4][C:3]=1[C:8]1[S:10][CH:12]=[C:13]([CH2:14][C:15]2[CH:20]=[CH:19][C:18]([Cl:21])=[CH:17][CH:16]=2)[N:9]=1.[ClH:11].[CH3:1][C:2]1[CH:7]=[CH:6][N:5]=[CH:4][C:3]=1[C:8]1[S:10][CH:12]=[C:13]([CH2:14][C:15]2[CH:20]=[CH:19][C:18]([Cl:21])=[CH:17][CH:16]=2)[N:9]=1. The catalyst class is: 4. (3) The catalyst class is: 228. Reactant: [CH3:1][C:2]1[CH:10]=[C:9]2[C:5]([CH2:6][CH2:7][NH:8]2)=[CH:4][CH:3]=1.O=[CH:12][C@@H:13]([C@H:15]([C@@H:17]([C@@H:19]([CH2:21][OH:22])[OH:20])[OH:18])[OH:16])[OH:14].C(O[C:27](=[O:29])[CH3:28])(=O)C.Cl. Product: [C:13]([O:14][C@@H:13]1[C@@H:15]([O:16][C:15](=[O:16])[CH3:17])[C@H:17]([O:18][C:19](=[O:20])[CH3:21])[C@@H:19]([CH2:21][O:22][C:27](=[O:29])[CH3:28])[O:20][CH:12]1[N:8]1[C:9]2[C:5](=[CH:4][CH:3]=[C:2]([CH3:1])[CH:10]=2)[CH2:6][CH2:7]1)(=[O:14])[CH3:12]. (4) Reactant: [OH-].[K+].C([O:5][C:6]([C:8]1[CH:9]=[N:10][N:11]([C:13]2[NH:22][C:21](=[O:23])[C:20]3[C:15](=[CH:16][C:17]([C:24]4[CH:29]=[CH:28][CH:27]=[CH:26][CH:25]=4)=[CH:18][CH:19]=3)[N:14]=2)[CH:12]=1)=[O:7])C.O. Product: [O:23]=[C:21]1[C:20]2[C:15](=[CH:16][C:17]([C:24]3[CH:25]=[CH:26][CH:27]=[CH:28][CH:29]=3)=[CH:18][CH:19]=2)[N:14]=[C:13]([N:11]2[CH:12]=[C:8]([C:6]([OH:7])=[O:5])[CH:9]=[N:10]2)[NH:22]1. The catalyst class is: 1.